From a dataset of Full USPTO retrosynthesis dataset with 1.9M reactions from patents (1976-2016). Predict the reactants needed to synthesize the given product. Given the product [F:33][C:2]([F:1])([F:32])[C:3]1[CH:4]=[C:5]([CH:25]=[C:26]([C:28]([F:29])([F:30])[F:31])[CH:27]=1)[CH2:6][N:7]([CH2:47][C:38]1[CH:39]=[C:40]([O:45][CH3:46])[C:41]([O:43][CH3:44])=[CH:42][C:37]=1[Br:36])[C:8]1[N:9]=[CH:10][C:11]([O:14][CH2:15][CH2:16][CH2:17][C:18]([O:20][C:21]([CH3:24])([CH3:23])[CH3:22])=[O:19])=[CH:12][N:13]=1, predict the reactants needed to synthesize it. The reactants are: [F:1][C:2]([F:33])([F:32])[C:3]1[CH:4]=[C:5]([CH:25]=[C:26]([C:28]([F:31])([F:30])[F:29])[CH:27]=1)[CH2:6][NH:7][C:8]1[N:13]=[CH:12][C:11]([O:14][CH2:15][CH2:16][CH2:17][C:18]([O:20][C:21]([CH3:24])([CH3:23])[CH3:22])=[O:19])=[CH:10][N:9]=1.[H-].[Na+].[Br:36][C:37]1[CH:42]=[C:41]([O:43][CH3:44])[C:40]([O:45][CH3:46])=[CH:39][C:38]=1[CH2:47]Cl.[Cl-].[NH4+].